Dataset: Peptide-MHC class I binding affinity with 185,985 pairs from IEDB/IMGT. Task: Regression. Given a peptide amino acid sequence and an MHC pseudo amino acid sequence, predict their binding affinity value. This is MHC class I binding data. (1) The peptide sequence is RSAFNDDGIY. The MHC is HLA-A31:01 with pseudo-sequence HLA-A31:01. The binding affinity (normalized) is 0. (2) The peptide sequence is LTVNGRPLK. The MHC is BoLA-T2a with pseudo-sequence BoLA-T2a. The binding affinity (normalized) is 0.0641. (3) The MHC is HLA-C14:02 with pseudo-sequence HLA-C14:02. The binding affinity (normalized) is 0.563. The peptide sequence is RLPKDFVDL. (4) The peptide sequence is FMQEIPTFL. The MHC is HLA-A02:06 with pseudo-sequence HLA-A02:06. The binding affinity (normalized) is 0.553. (5) The peptide sequence is FPIPTEVVA. The MHC is HLA-A23:01 with pseudo-sequence HLA-A23:01. The binding affinity (normalized) is 0.0847. (6) The peptide sequence is YLVAYQATV. The MHC is Patr-B0101 with pseudo-sequence Patr-B0101. The binding affinity (normalized) is 0.